From a dataset of Forward reaction prediction with 1.9M reactions from USPTO patents (1976-2016). Predict the product of the given reaction. (1) Given the reactants [OH:1][CH:2]1[C:11]2[N:10]=[CH:9][CH:8]=[CH:7][C:6]=2[CH2:5][CH2:4][CH2:3]1, predict the reaction product. The product is: [OH:1][CH:2]1[C:11]2[N:10]=[CH:9][CH:8]=[CH:7][C:6]=2[CH2:5][CH2:4][CH2:3]1.[N:10]1[C:11]2[C:2](=[O:1])[CH2:3][CH2:4][CH2:5][C:6]=2[CH:7]=[CH:8][CH:9]=1. (2) Given the reactants C(OC([N:8]1[CH:14]2[CH2:15][CH2:16][CH:9]1[CH2:10][N:11]([C:18]1[CH:19]=[N:20][C:21]([NH:24][C:25]3[N:26]=[CH:27][C:28]4[CH:33]=[C:32]([C:34](=[O:38])[N:35]([CH3:37])[CH3:36])[N:31]([CH:39]5[CH2:43][CH2:42][CH2:41][CH2:40]5)[C:29]=4[N:30]=3)=[CH:22][CH:23]=1)[C:12](=[O:17])[CH2:13]2)=O)(C)(C)C.C(OCC)(=O)C.Cl, predict the reaction product. The product is: [CH3:36][N:35]([CH3:37])[C:34]([C:32]1[N:31]([CH:39]2[CH2:43][CH2:42][CH2:41][CH2:40]2)[C:29]2[N:30]=[C:25]([NH:24][C:21]3[CH:22]=[CH:23][C:18]([N:11]4[C:12](=[O:17])[CH2:13][CH:14]5[NH:8][CH:9]([CH2:16][CH2:15]5)[CH2:10]4)=[CH:19][N:20]=3)[N:26]=[CH:27][C:28]=2[CH:33]=1)=[O:38]. (3) Given the reactants [CH3:1][CH:2]1[NH:7][CH:6]([CH3:8])[CH2:5][N:4]([C:9]2[C:18]([O:19][CH3:20])=[C:17]3[C:12]([C:13](=[O:42])[C:14]([C:26]([NH:28][CH2:29][C:30]4[CH:35]=[CH:34][C:33]([O:36][C:37]([F:40])([F:39])[F:38])=[CH:32][C:31]=4[CH3:41])=[O:27])=[CH:15][N:16]3[CH2:21][C:22]([F:25])([F:24])[F:23])=[CH:11][C:10]=2[F:43])[CH2:3]1.[C:44]([NH2:48])(=[O:47])[CH:45]=[CH2:46].Cl([O-])(=O)(=O)=O.[Li+], predict the reaction product. The product is: [NH2:48][C:44](=[O:47])[CH2:45][CH2:46][N:7]1[CH:6]([CH3:8])[CH2:5][N:4]([C:9]2[C:18]([O:19][CH3:20])=[C:17]3[C:12]([C:13](=[O:42])[C:14]([C:26]([NH:28][CH2:29][C:30]4[CH:35]=[CH:34][C:33]([O:36][C:37]([F:40])([F:38])[F:39])=[CH:32][C:31]=4[CH3:41])=[O:27])=[CH:15][N:16]3[CH2:21][C:22]([F:25])([F:24])[F:23])=[CH:11][C:10]=2[F:43])[CH2:3][CH:2]1[CH3:1]. (4) The product is: [Si:16]([O:1][C:2]1[CH:7]=[CH:6][C:5]([C:8]2([C:14]#[N:15])[CH2:13][CH2:12][O:11][CH2:10][CH2:9]2)=[CH:4][CH:3]=1)([C:19]([CH3:22])([CH3:21])[CH3:20])([CH3:18])[CH3:17]. Given the reactants [OH:1][C:2]1[CH:7]=[CH:6][C:5]([C:8]2([C:14]#[N:15])[CH2:13][CH2:12][O:11][CH2:10][CH2:9]2)=[CH:4][CH:3]=1.[Si:16](Cl)([C:19]([CH3:22])([CH3:21])[CH3:20])([CH3:18])[CH3:17].N1C=CN=C1, predict the reaction product. (5) Given the reactants [C:1]([O:5][C:6](=[O:15])[C:7]1[C:12]([F:13])=[CH:11][N:10]=[CH:9][C:8]=1Br)([CH3:4])([CH3:3])[CH3:2].[O-]P([O-])([O-])=O.[K+].[K+].[K+].[CH:24]1(B(O)O)[CH2:26][CH2:25]1, predict the reaction product. The product is: [C:1]([O:5][C:6](=[O:15])[C:7]1[C:12]([F:13])=[CH:11][N:10]=[CH:9][C:8]=1[CH:24]1[CH2:26][CH2:25]1)([CH3:4])([CH3:3])[CH3:2]. (6) Given the reactants [Cl:1][C:2]1[CH:7]=[C:6]([F:8])[CH:5]=[CH:4][C:3]=1[C:9]([C:11]1[C:12]([CH3:26])=[N:13][N:14]([CH3:25])[C:15]=1[C:16]1[C:21]([F:22])=[CH:20][C:19]([OH:23])=[CH:18][C:17]=1[F:24])=[O:10].C(=O)([O-])[O-].[K+].[K+].I[CH2:34][CH:35]1[CH2:37][CH2:36]1, predict the reaction product. The product is: [Cl:1][C:2]1[CH:7]=[C:6]([F:8])[CH:5]=[CH:4][C:3]=1[C:9]([C:11]1[C:12]([CH3:26])=[N:13][N:14]([CH3:25])[C:15]=1[C:16]1[C:21]([F:22])=[CH:20][C:19]([O:23][CH2:34][CH:35]2[CH2:37][CH2:36]2)=[CH:18][C:17]=1[F:24])=[O:10].